This data is from Forward reaction prediction with 1.9M reactions from USPTO patents (1976-2016). The task is: Predict the product of the given reaction. (1) Given the reactants Br[C:2]1[CH:20]=[C:19]([Cl:21])[C:5]([O:6][C@H:7]([CH2:12][C:13]2[CH:18]=[CH:17][CH:16]=[CH:15][CH:14]=2)[C:8]([O:10][CH3:11])=[O:9])=[C:4]([Cl:22])[CH:3]=1.[CH:23]1[C:31]2[C:30]3[CH:32]=[CH:33][CH:34]=[CH:35][C:29]=3[O:28][C:27]=2[C:26](B(O)O)=[CH:25][CH:24]=1.C([O-])([O-])=O.[Na+].[Na+], predict the reaction product. The product is: [Cl:21][C:19]1[CH:20]=[C:2]([C:35]2[C:29]3[O:28][C:27]4[CH:26]=[CH:25][CH:24]=[CH:23][C:31]=4[C:30]=3[CH:32]=[CH:33][CH:34]=2)[CH:3]=[C:4]([Cl:22])[C:5]=1[O:6][C@H:7]([CH2:12][C:13]1[CH:18]=[CH:17][CH:16]=[CH:15][CH:14]=1)[C:8]([O:10][CH3:11])=[O:9]. (2) Given the reactants [O:1]([C:8]1[CH:20]=[CH:19][C:11]([C:12]([O:14]C(C)(C)C)=[O:13])=[C:10]([NH:21][C:22]([C:24]2[CH:25]=[N:26][C:27]([N:30]3[CH2:35][CH2:34][CH2:33][CH2:32][CH2:31]3)=[CH:28][CH:29]=2)=[O:23])[CH:9]=1)[C:2]1[CH:7]=[CH:6][CH:5]=[CH:4][CH:3]=1, predict the reaction product. The product is: [O:1]([C:8]1[CH:20]=[CH:19][C:11]([C:12]([OH:14])=[O:13])=[C:10]([NH:21][C:22]([C:24]2[CH:25]=[N:26][C:27]([N:30]3[CH2:31][CH2:32][CH2:33][CH2:34][CH2:35]3)=[CH:28][CH:29]=2)=[O:23])[CH:9]=1)[C:2]1[CH:7]=[CH:6][CH:5]=[CH:4][CH:3]=1. (3) Given the reactants [Br:1][C:2]1[CH:7]=[CH:6][C:5]([C:8]2[CH:13]=[CH:12][C:11]([O:14][CH2:15][C:16]3[C:17]([O:23]C)=[N+:18]([O-:22])[CH:19]=[CH:20][CH:21]=3)=[CH:10][CH:9]=2)=[CH:4][CH:3]=1.Cl, predict the reaction product. The product is: [Br:1][C:2]1[CH:3]=[CH:4][C:5]([C:8]2[CH:9]=[CH:10][C:11]([O:14][CH2:15][C:16]3[C:17](=[O:23])[N:18]([OH:22])[CH:19]=[CH:20][CH:21]=3)=[CH:12][CH:13]=2)=[CH:6][CH:7]=1. (4) The product is: [Cl:28][C:29]1[CH:30]=[C:31]([CH:41]([CH2:45][CH:46]2[CH2:47][CH2:48][CH2:49][CH2:50]2)[C:42]([NH:51][C:52]2[S:53][CH:54]=[CH:55][N:56]=2)=[O:43])[CH:32]=[CH:33][C:34]=1[N:35]1[C:39]([CH3:40])=[N:38][N:37]=[N:36]1. Given the reactants C1(P(C2C=CC=CC=2)C2C=CC=CC=2)C=CC=CC=1.BrN1C(=O)CCC1=O.[Cl:28][C:29]1[CH:30]=[C:31]([CH:41]([CH2:45][CH:46]2[CH2:50][CH2:49][CH2:48][CH2:47]2)[C:42](O)=[O:43])[CH:32]=[CH:33][C:34]=1[N:35]1[C:39]([CH3:40])=[N:38][N:37]=[N:36]1.[NH2:51][C:52]1[S:53][CH:54]=[CH:55][N:56]=1, predict the reaction product.